From a dataset of Catalyst prediction with 721,799 reactions and 888 catalyst types from USPTO. Predict which catalyst facilitates the given reaction. (1) Reactant: C[O:2][C:3]1[CH:4]=[CH:5][C:6]2[N:7]([CH:9]=[C:10]([C:12]([OH:14])=[O:13])[CH:11]=2)[N:8]=1.C(#N)C.O.C(O)(C(F)(F)F)=O. Product: [OH:2][C:3]1[CH:4]=[CH:5][C:6]2[N:7]([CH:9]=[C:10]([C:12]([OH:14])=[O:13])[CH:11]=2)[N:8]=1. The catalyst class is: 201. (2) Reactant: Cl[C:2]1[O:3][C:4]2[CH:10]=[CH:9][CH:8]=[CH:7][C:5]=2[N:6]=1.[CH3:11][C:12]1([CH3:26])[C:16]([CH3:18])([CH3:17])[O:15][B:14]([C:19]2[CH:25]=[CH:24][C:22]([NH2:23])=[CH:21][CH:20]=2)[O:13]1. Product: [CH3:17][C:16]1([CH3:18])[C:12]([CH3:11])([CH3:26])[O:13][B:14]([C:19]2[CH:25]=[CH:24][C:22]([NH:23][C:2]3[O:3][C:4]4[CH:10]=[CH:9][CH:8]=[CH:7][C:5]=4[N:6]=3)=[CH:21][CH:20]=2)[O:15]1. The catalyst class is: 11. (3) Reactant: [Br:1][C:2]1[CH:29]=[CH:28][CH:27]=[CH:26][C:3]=1[O:4][CH:5]1[CH2:8][N:7]([C:9]2[N:14]=[N:13][C:12]([C:15]3[CH:16]=[N:17][CH:18]=[C:19]([CH:25]=3)[C:20]([O:22]CC)=[O:21])=[CH:11][CH:10]=2)[CH2:6]1.[OH-].[Na+]. Product: [Br:1][C:2]1[CH:29]=[CH:28][CH:27]=[CH:26][C:3]=1[O:4][CH:5]1[CH2:8][N:7]([C:9]2[N:14]=[N:13][C:12]([C:15]3[CH:16]=[N:17][CH:18]=[C:19]([CH:25]=3)[C:20]([OH:22])=[O:21])=[CH:11][CH:10]=2)[CH2:6]1. The catalyst class is: 5. (4) Reactant: C([N:8]1[CH2:14][C:13]([CH2:18][C:19]2[CH:24]=[CH:23][CH:22]=[CH:21][CH:20]=2)([N+:15]([O-])=O)[CH2:12][N:11](CC2C=CC=CC=2)[CH2:10][CH2:9]1)C1C=CC=CC=1.C([O-])=O.[NH4+]. Product: [CH2:18]([C:13]1([NH2:15])[CH2:14][NH:8][CH2:9][CH2:10][NH:11][CH2:12]1)[C:19]1[CH:20]=[CH:21][CH:22]=[CH:23][CH:24]=1. The catalyst class is: 19. (5) Reactant: [C:1]([O:5][C:6](=[O:29])[NH:7][C@H:8]1[CH2:16][CH2:15][CH2:14][C@H:13]([CH2:17][CH2:18]O)[C@@H:12]([O:20][C:21]2[CH:26]=[CH:25][CH:24]=[CH:23][CH:22]=2)[C@H:11]([CH3:27])[O:10][C:9]1=[O:28])([CH3:4])([CH3:3])[CH3:2].[N+:30]([C:33]1[CH:38]=[CH:37][CH:36]=[CH:35][C:34]=1[Se:39]C#N)([O-:32])=[O:31].C(P(CCCC)CCCC)CCC.[Na+].[Cl-]. Product: [C:1]([O:5][C:6](=[O:29])[NH:7][C@H:8]1[CH2:16][CH2:15][CH2:14][C@H:13]([CH2:17][CH2:18][Se:39][C:34]2[CH:35]=[CH:36][CH:37]=[CH:38][C:33]=2[N+:30]([O-:32])=[O:31])[C@@H:12]([O:20][C:21]2[CH:26]=[CH:25][CH:24]=[CH:23][CH:22]=2)[C@H:11]([CH3:27])[O:10][C:9]1=[O:28])([CH3:3])([CH3:2])[CH3:4]. The catalyst class is: 1. (6) Reactant: C(O[BH-](OC(=O)C)OC(=O)C)(=O)C.[Na+].[I:15][C:16]1[CH:21]=[CH:20][C:19]([O:22][CH:23]2[CH2:28][CH2:27][NH:26][CH2:25][CH2:24]2)=[CH:18][CH:17]=1.[CH3:29][C:30]([CH3:32])=O.[OH-].[Na+]. Product: [I:15][C:16]1[CH:21]=[CH:20][C:19]([O:22][CH:23]2[CH2:28][CH2:27][N:26]([CH:30]([CH3:32])[CH3:29])[CH2:25][CH2:24]2)=[CH:18][CH:17]=1. The catalyst class is: 4.